Predict the reactants needed to synthesize the given product. From a dataset of Full USPTO retrosynthesis dataset with 1.9M reactions from patents (1976-2016). Given the product [N:1]1[C:10]2[C:5](=[CH:6][CH:7]=[CH:8][CH:9]=2)[CH:4]=[CH:3][C:2]=1[N:11]1[CH2:16][CH2:15][N:14]([CH2:17][CH2:18][CH2:19][CH2:20][C:21]([NH:23][C:24]2[CH2:29][CH2:28][CH2:27][CH2:26][C:25]=2[C:30]([OH:32])=[O:31])=[O:22])[CH2:13][CH2:12]1, predict the reactants needed to synthesize it. The reactants are: [N:1]1[C:10]2[C:5](=[CH:6][CH:7]=[CH:8][CH:9]=2)[CH:4]=[CH:3][C:2]=1[N:11]1[CH2:16][CH2:15][N:14]([CH2:17][CH2:18][CH2:19][CH2:20][C:21]([NH:23][C:24]2[CH2:29][CH2:28][CH2:27][CH2:26][C:25]=2[C:30]([O:32]CC)=[O:31])=[O:22])[CH2:13][CH2:12]1.[OH-].[Na+].Cl.